From a dataset of Full USPTO retrosynthesis dataset with 1.9M reactions from patents (1976-2016). Predict the reactants needed to synthesize the given product. The reactants are: C([N:3](CC)CC)C.[C:8]1(C)[C:9]([C:14](Cl)=[O:15])=[CH:10][CH:11]=[CH:12][CH:13]=1.C(OCC)(=O)C. Given the product [C:14]([NH2:3])(=[O:15])[C:9]1[CH:10]=[CH:11][CH:12]=[CH:13][CH:8]=1, predict the reactants needed to synthesize it.